Dataset: Forward reaction prediction with 1.9M reactions from USPTO patents (1976-2016). Task: Predict the product of the given reaction. (1) Given the reactants C([O:3][C:4]([C:6]1[N:7]=[CH:8][N:9]([CH2:11][C:12]2[CH:17]=[CH:16][C:15]([CH2:18][N:19]3[CH:23]=[C:22]([CH3:24])[CH:21]=[N:20]3)=[CH:14][CH:13]=2)[CH:10]=1)=[O:5])C.O, predict the reaction product. The product is: [CH3:24][C:22]1[CH:21]=[N:20][N:19]([CH2:18][C:15]2[CH:16]=[CH:17][C:12]([CH2:11][N:9]3[CH:10]=[C:6]([C:4]([OH:5])=[O:3])[N:7]=[CH:8]3)=[CH:13][CH:14]=2)[CH:23]=1. (2) Given the reactants [Cl:1][C:2]1[CH:7]=[C:6]([N+:8]([O-])=O)[CH:5]=[C:4]([Cl:11])[C:3]=1[S:12][C:13](=[O:17])[N:14]([CH3:16])[CH3:15].O, predict the reaction product. The product is: [NH2:8][C:6]1[CH:5]=[C:4]([Cl:11])[C:3]([S:12][C:13](=[O:17])[N:14]([CH3:16])[CH3:15])=[C:2]([Cl:1])[CH:7]=1. (3) Given the reactants C[O:2][C:3](=[O:22])[CH2:4][C:5]1[CH:14]=[C:13]([S:15]C(=O)N(C)C)[C:12]2[C:7](=[CH:8][CH:9]=[C:10]([F:21])[CH:11]=2)[CH:6]=1.[OH-].[K+].Cl, predict the reaction product. The product is: [F:21][C:10]1[CH:11]=[C:12]2[C:7](=[CH:8][CH:9]=1)[CH:6]=[C:5]([CH2:4][C:3]([OH:22])=[O:2])[CH:14]=[C:13]2[SH:15]. (4) Given the reactants [CH3:1][N:2]1[C:7]2=[C:8]([CH:17]=[O:18])[NH:9][C:10]([C:11]3[CH:16]=[CH:15][CH:14]=[CH:13][CH:12]=3)=[C:6]2[C:5](=[O:19])[N:4]([CH3:20])[C:3]1=[O:21].[CH3:22][N:23]1C2=CNC(C3C=C(C=CC=3)C#N)=C2C(=O)N(C)C1=O, predict the reaction product. The product is: [CH:17]([C:8]1[NH:9][C:10]([C:11]2[CH:16]=[C:15]([CH:14]=[CH:13][CH:12]=2)[C:22]#[N:23])=[C:6]2[C:5](=[O:19])[N:4]([CH3:20])[C:3](=[O:21])[N:2]([CH3:1])[C:7]=12)=[O:18]. (5) Given the reactants [NH2:1][CH2:2][CH2:3][CH2:4][CH2:5][CH2:6][CH2:7][O:8][C:9]1[CH:10]=[N:11][CH:12]=[CH:13][CH:14]=1.CS[C:17](=[N:21][C:22]1[CH:27]=[CH:26][N:25]=[CH:24][CH:23]=1)[NH:18][C:19]#[N:20].C(N(CC)CC)C, predict the reaction product. The product is: [N:11]1[CH:12]=[CH:13][CH:14]=[C:9]([O:8][CH2:7][CH2:6][CH2:5][CH2:4][CH2:3][CH2:2][NH:1][C:17]([NH:18][C:19]#[N:20])=[N:21][C:22]2[CH:27]=[CH:26][N:25]=[CH:24][CH:23]=2)[CH:10]=1. (6) Given the reactants [Cl:1][C:2]1[CH:25]=[CH:24][C:5]([CH2:6][NH:7][C:8]([C:10]2[C:11](=[O:23])[C:12]3[S:19][C:18]([CH2:20]Cl)=[C:17]([CH3:22])[C:13]=3[N:14]([CH3:16])[CH:15]=2)=[O:9])=[CH:4][CH:3]=1.[OH:26][CH:27]([C:31]1[CH:36]=[CH:35][C:34]([S:37]([NH2:40])(=[O:39])=[O:38])=[CH:33][CH:32]=1)[CH2:28][NH:29][CH3:30].C(N(C(C)C)CC)(C)C, predict the reaction product. The product is: [NH2:40][S:37]([C:34]1[CH:33]=[CH:32][C:31]([CH:27]([OH:26])[CH2:28][N:29]([CH2:20][C:18]2[S:19][C:12]3[C:11](=[O:23])[C:10]([C:8]([NH:7][CH2:6][C:5]4[CH:4]=[CH:3][C:2]([Cl:1])=[CH:25][CH:24]=4)=[O:9])=[CH:15][N:14]([CH3:16])[C:13]=3[C:17]=2[CH3:22])[CH3:30])=[CH:36][CH:35]=1)(=[O:38])=[O:39]. (7) Given the reactants [Cl:1][C:2]1[CH:32]=[CH:31][C:5]([CH2:6][CH2:7][NH:8][C:9]([C:11]2[CH:29]=[CH:28][C:14]([O:15][C:16]3[CH:21]=[CH:20][C:19]([CH2:22][C:23]([O:25][CH3:26])=[O:24])=[CH:18][C:17]=3[F:27])=[C:13](N)[CH:12]=2)=[O:10])=[CH:4][CH:3]=1, predict the reaction product. The product is: [Cl:1][C:2]1[CH:3]=[CH:4][C:5]([CH2:6][CH2:7][NH:8][C:9]([C:11]2[CH:29]=[CH:28][C:14]([O:15][C:16]3[CH:21]=[CH:20][C:19]([CH2:22][C:23]([O:25][CH3:26])=[O:24])=[CH:18][C:17]=3[F:27])=[CH:13][CH:12]=2)=[O:10])=[CH:31][CH:32]=1. (8) Given the reactants [NH:1]([C:3]1[N:8]=[CH:7][N:6]=[C:5]2[N:9]([C:12]3[CH:17]=[CH:16][CH:15]=[CH:14][CH:13]=3)[N:10]=[CH:11][C:4]=12)[NH2:2].[OH:18][CH2:19][CH2:20][O:21][C:22]1[CH:23]=[C:24]([CH:27]=[CH:28][CH:29]=1)[CH:25]=O.C1(N2C3=NC=NC(NN=CC4C=CN=CC=4)=C3C=N2)C=CC=CC=1, predict the reaction product. The product is: [C:12]1([N:9]2[C:5]3=[N:6][CH:7]=[N:8][C:3]([NH:1][N:2]=[CH:25][C:24]4[CH:27]=[CH:28][CH:29]=[C:22]([O:21][CH2:20][CH2:19][OH:18])[CH:23]=4)=[C:4]3[CH:11]=[N:10]2)[CH:17]=[CH:16][CH:15]=[CH:14][CH:13]=1. (9) The product is: [C:15]([P:19]([CH2:2][C:3]1[N:8]=[C:7]([C:9]2[CH:14]=[CH:13][CH:12]=[CH:11][N:10]=2)[CH:6]=[CH:5][CH:4]=1)[C:20]([CH3:23])([CH3:22])[CH3:21])([CH3:18])([CH3:17])[CH3:16]. Given the reactants Cl[CH2:2][C:3]1[N:8]=[C:7]([C:9]2[CH:14]=[CH:13][CH:12]=[CH:11][N:10]=2)[CH:6]=[CH:5][CH:4]=1.[C:15]([PH:19][C:20]([CH3:23])([CH3:22])[CH3:21])([CH3:18])([CH3:17])[CH3:16].C(N(CC)CC)C, predict the reaction product. (10) Given the reactants C([N:3]([CH2:6][CH3:7])[CH2:4][CH3:5])C.BrCC1[CH:19]=[CH:18][C:13]([C:14]([O:16][CH3:17])=[O:15])=[CH:12][CH:11]=1, predict the reaction product. The product is: [C:6]1([NH:3][CH2:4][C:5]2[CH:11]=[CH:12][C:13]([C:14]([O:16][CH3:17])=[O:15])=[CH:18][CH:19]=2)[CH:7]=[CH:14][CH:13]=[CH:12][CH:11]=1.